From a dataset of Full USPTO retrosynthesis dataset with 1.9M reactions from patents (1976-2016). Predict the reactants needed to synthesize the given product. (1) Given the product [Cl:19][C:5]1[CH:4]=[N:3][N:2]([CH3:1])[C:6]=1[C:7]1[CH:8]=[C:9]([C:15]([OH:17])=[O:16])[S:10][C:11]=1[CH2:12][CH2:13][CH3:14], predict the reactants needed to synthesize it. The reactants are: [CH3:1][N:2]1[C:6]([C:7]2[CH:8]=[C:9]([C:15]([O:17]C)=[O:16])[S:10][C:11]=2[CH2:12][CH2:13][CH3:14])=[CH:5][CH:4]=[N:3]1.[Cl:19]N1C(=O)CCC1=O.[OH-].[Na+]. (2) Given the product [OH:26][CH2:25][C:22]1[CH:21]=[CH:20][C:19]([C:17](=[O:18])/[CH:16]=[CH:15]/[C:12]2[CH:13]=[CH:14][C:9](/[CH:8]=[CH:7]/[C:6]([NH:57][O:58][CH:59]3[CH2:64][CH2:63][CH2:62][CH2:61][O:60]3)=[O:27])=[N:10][CH:11]=2)=[CH:24][CH:23]=1, predict the reactants needed to synthesize it. The reactants are: C(O[C:6](=[O:27])/[CH:7]=[CH:8]/[C:9]1[CH:14]=[CH:13][C:12](/[CH:15]=[CH:16]/[C:17]([C:19]2[CH:24]=[CH:23][C:22]([CH2:25][OH:26])=[CH:21][CH:20]=2)=[O:18])=[CH:11][N:10]=1)(C)(C)C.C(O)(C(F)(F)F)=O.[OH-].[K+].Cl.CCOCC.C1C=CC2N(O)N=NC=2C=1.C(Cl)CCl.[NH2:57][O:58][CH:59]1[CH2:64][CH2:63][CH2:62][CH2:61][O:60]1. (3) Given the product [O:1]=[C:2]1[NH:7][C:6]([C:8]([F:14])([F:13])[C:9]([F:10])([F:11])[F:12])=[C:5]([C:15]([OH:17])=[O:16])[CH:4]=[CH:3]1, predict the reactants needed to synthesize it. The reactants are: [O:1]=[C:2]1[NH:7][C:6]([C:8]([F:14])([F:13])[C:9]([F:12])([F:11])[F:10])=[C:5]([C:15]([O:17]CC)=[O:16])[CH:4]=[CH:3]1. (4) Given the product [C:1]([O:5][C:6]([N:8]1[CH2:13][CH2:12][CH:11]([CH2:14][N:15]2[CH2:20][CH2:19][N:18]([S:21]([C:24]3[CH2:25][O:36][C:30]4[CH:29]=[C:28]([Cl:27])[CH:35]=[CH:34][C:31]=4[CH:32]=3)(=[O:22])=[O:23])[CH2:17][C:16]2=[O:26])[CH2:10][CH2:9]1)=[O:7])([CH3:3])([CH3:4])[CH3:2], predict the reactants needed to synthesize it. The reactants are: [C:1]([O:5][C:6]([N:8]1[CH2:13][CH2:12][CH:11]([CH2:14][N:15]2[CH2:20][CH2:19][N:18]([S:21]([CH:24]=[CH2:25])(=[O:23])=[O:22])[CH2:17][C:16]2=[O:26])[CH2:10][CH2:9]1)=[O:7])([CH3:4])([CH3:3])[CH3:2].[Cl:27][C:28]1[CH:29]=[C:30]([OH:36])[C:31](=[CH:34][CH:35]=1)[CH:32]=O.CC(C)([O-])C.[K+].